This data is from Forward reaction prediction with 1.9M reactions from USPTO patents (1976-2016). The task is: Predict the product of the given reaction. (1) Given the reactants Br[C:2]1[CH:3]=[C:4]([C:14]([NH:16][CH2:17][C:18]2[C:23](=[O:24])[CH:22]=[C:21]([CH3:25])[NH:20][C:19]=2[CH3:26])=[O:15])[C:5]2[CH:10]=[N:9][N:8]([CH:11]([CH3:13])[CH3:12])[C:6]=2[N:7]=1.[CH3:27][C:28]1([CH3:45])[CH2:33][C:32](B2OC(C)(C)C(C)(C)O2)=[CH:31][C:30]([CH3:44])([CH3:43])[NH:29]1.C([O-])([O-])=O.[Na+].[Na+], predict the reaction product. The product is: [CH3:26][C:19]1[NH:20][C:21]([CH3:25])=[CH:22][C:23](=[O:24])[C:18]=1[CH2:17][NH:16][C:14]([C:4]1[C:5]2[CH:10]=[N:9][N:8]([CH:11]([CH3:13])[CH3:12])[C:6]=2[N:7]=[C:2]([C:32]2[CH2:31][C:30]([CH3:44])([CH3:43])[NH:29][C:28]([CH3:45])([CH3:27])[CH:33]=2)[CH:3]=1)=[O:15]. (2) Given the reactants [N+:1]([C:4]1[CH:9]=[CH:8][C:7]([OH:10])=[CH:6][CH:5]=1)([O-:3])=[O:2].C([O-])([O-])=O.[K+].[K+].[I-].[Na+].Cl[CH:20]([CH3:25])[C:21]([O:23][CH3:24])=[O:22], predict the reaction product. The product is: [CH3:24][O:23][C:21](=[O:22])[CH:20]([O:10][C:7]1[CH:8]=[CH:9][C:4]([N+:1]([O-:3])=[O:2])=[CH:5][CH:6]=1)[CH3:25]. (3) Given the reactants [N:1]1([C:10]2[CH:11]=[N:12][CH:13]=[CH:14][CH:15]=2)[CH2:6][CH2:5][CH:4]([C:7]([OH:9])=O)[CH2:3][CH2:2]1.BrC1C=NC=CC=1.[NH2:23][C:24]1[C:33]2[C:28](=[CH:29][CH:30]=[CH:31][CH:32]=2)[CH:27]=[CH:26][N:25]=1, predict the reaction product. The product is: [C:24]1([NH:23][C:7]([CH:4]2[CH2:3][CH2:2][N:1]([C:10]3[CH:11]=[N:12][CH:13]=[CH:14][CH:15]=3)[CH2:6][CH2:5]2)=[O:9])[C:33]2[C:28](=[CH:29][CH:30]=[CH:31][CH:32]=2)[CH:27]=[CH:26][N:25]=1.